From a dataset of Catalyst prediction with 721,799 reactions and 888 catalyst types from USPTO. Predict which catalyst facilitates the given reaction. Reactant: O=[C:2]1[CH2:7][CH2:6][N:5]([C:8]([O:10][C:11]([CH3:14])([CH3:13])[CH3:12])=[O:9])[CH2:4][CH2:3]1.[CH:15]1([CH2:18][NH2:19])[CH2:17][CH2:16]1.C([O-])(=O)C.[Na+].C(O)(=O)C.C(O[BH-](OC(=O)C)OC(=O)C)(=O)C.[Na+]. Product: [CH:15]1([CH2:18][NH:19][CH:2]2[CH2:7][CH2:6][N:5]([C:8]([O:10][C:11]([CH3:14])([CH3:13])[CH3:12])=[O:9])[CH2:4][CH2:3]2)[CH2:17][CH2:16]1. The catalyst class is: 1.